This data is from NCI-60 drug combinations with 297,098 pairs across 59 cell lines. The task is: Regression. Given two drug SMILES strings and cell line genomic features, predict the synergy score measuring deviation from expected non-interaction effect. (1) Drug 1: CS(=O)(=O)C1=CC(=C(C=C1)C(=O)NC2=CC(=C(C=C2)Cl)C3=CC=CC=N3)Cl. Drug 2: CN(C)N=NC1=C(NC=N1)C(=O)N. Cell line: SF-268. Synergy scores: CSS=-4.84, Synergy_ZIP=2.74, Synergy_Bliss=-2.66, Synergy_Loewe=-9.84, Synergy_HSA=-8.93. (2) Drug 1: C1=NC(=NC(=O)N1C2C(C(C(O2)CO)O)O)N. Drug 2: C1=CC=C(C(=C1)C(C2=CC=C(C=C2)Cl)C(Cl)Cl)Cl. Cell line: UACC-257. Synergy scores: CSS=6.08, Synergy_ZIP=-1.12, Synergy_Bliss=3.88, Synergy_Loewe=4.24, Synergy_HSA=4.24. (3) Drug 1: CCCS(=O)(=O)NC1=C(C(=C(C=C1)F)C(=O)C2=CNC3=C2C=C(C=N3)C4=CC=C(C=C4)Cl)F. Drug 2: CCN(CC)CCNC(=O)C1=C(NC(=C1C)C=C2C3=C(C=CC(=C3)F)NC2=O)C. Cell line: SK-OV-3. Synergy scores: CSS=3.21, Synergy_ZIP=-1.09, Synergy_Bliss=0.332, Synergy_Loewe=-2.54, Synergy_HSA=-0.276. (4) Cell line: T-47D. Drug 2: C1=CC=C(C=C1)NC(=O)CCCCCCC(=O)NO. Drug 1: CCC1(CC2CC(C3=C(CCN(C2)C1)C4=CC=CC=C4N3)(C5=C(C=C6C(=C5)C78CCN9C7C(C=CC9)(C(C(C8N6C)(C(=O)OC)O)OC(=O)C)CC)OC)C(=O)OC)O.OS(=O)(=O)O. Synergy scores: CSS=14.5, Synergy_ZIP=-4.95, Synergy_Bliss=-6.03, Synergy_Loewe=-3.83, Synergy_HSA=-4.57. (5) Drug 1: CS(=O)(=O)OCCCCOS(=O)(=O)C. Drug 2: CC1C(C(CC(O1)OC2CC(CC3=C2C(=C4C(=C3O)C(=O)C5=C(C4=O)C(=CC=C5)OC)O)(C(=O)CO)O)N)O.Cl. Cell line: NCI-H522. Synergy scores: CSS=50.0, Synergy_ZIP=-0.610, Synergy_Bliss=0.114, Synergy_Loewe=-31.4, Synergy_HSA=1.54. (6) Drug 1: CN(C)C1=NC(=NC(=N1)N(C)C)N(C)C. Drug 2: C1=CC=C(C=C1)NC(=O)CCCCCCC(=O)NO. Cell line: DU-145. Synergy scores: CSS=18.3, Synergy_ZIP=-5.31, Synergy_Bliss=-0.414, Synergy_Loewe=-69.8, Synergy_HSA=-3.84. (7) Drug 1: CCCS(=O)(=O)NC1=C(C(=C(C=C1)F)C(=O)C2=CNC3=C2C=C(C=N3)C4=CC=C(C=C4)Cl)F. Drug 2: C1=CC(=CC=C1C#N)C(C2=CC=C(C=C2)C#N)N3C=NC=N3. Cell line: RPMI-8226. Synergy scores: CSS=1.46, Synergy_ZIP=6.99, Synergy_Bliss=13.8, Synergy_Loewe=4.87, Synergy_HSA=6.91. (8) Drug 1: C1=CC(=C2C(=C1NCCNCCO)C(=O)C3=C(C=CC(=C3C2=O)O)O)NCCNCCO. Drug 2: C1=CC=C(C(=C1)C(C2=CC=C(C=C2)Cl)C(Cl)Cl)Cl. Cell line: UO-31. Synergy scores: CSS=26.8, Synergy_ZIP=-8.20, Synergy_Bliss=2.35, Synergy_Loewe=-35.8, Synergy_HSA=2.65.